Dataset: Reaction yield outcomes from USPTO patents with 853,638 reactions. Task: Predict the reaction yield, written as a fraction of the theoretical maximum amount of product (1.0 means a 100% yield; for example, 0.34 means a 34% yield). (1) The reactants are [P:1]([Cl:6])([Cl:5])([O:3][CH3:4])=[O:2].[N:7]1[CH:12]=[CH:11][CH:10]=[CH:9][CH:8]=1. No catalyst specified. The product is [P:1]([Cl:6])([Cl:5])([O-:3])=[O:2].[CH3:4][N+:7]1[CH:12]=[CH:11][CH:10]=[CH:9][CH:8]=1. The yield is 0.600. (2) The reactants are [Cl:1][C:2]1[CH:7]=[CH:6][CH:5]=[CH:4][C:3]=1[SH:8].Br[CH2:10][CH:11]([O:15][CH2:16][CH3:17])[O:12][CH2:13][CH3:14].C(=O)([O-])[O-].[K+].[K+]. The catalyst is CC(C)=O. The product is [Cl:1][C:2]1[CH:7]=[CH:6][CH:5]=[CH:4][C:3]=1[S:8][CH2:10][CH:11]([O:15][CH2:16][CH3:17])[O:12][CH2:13][CH3:14]. The yield is 0.800. (3) The reactants are [NH2:1][C@H:2](C(N)=O)[CH2:3][C:4]1C=CC(O)=C[CH:5]=1.Cl.C([N:17]([CH2:20]C)[CH2:18][CH3:19])C.FC(F)(F)C(OC1C(F)=C(F)C(F)=C(F)C=1F)=O. No catalyst specified. The product is [N:17]1[C:18]2[CH:19]=[CH:5][CH:4]=[CH:3][C:2]=2[NH:1][CH:20]=1. The yield is 0.500. (4) The reactants are [NH2:1][C:2]1[CH:7]=[C:6]([CH3:8])[CH:5]=[C:4]([CH3:9])[C:3]=1[OH:10].[Br:11][C:12]1[CH:17]=[CH:16][C:15]([N:18]=[C:19]=S)=[CH:14][CH:13]=1.C(N(CC)CC)C. The catalyst is O1CCCC1.S([O-])([O-])(=O)=O.[Cu+2]. The product is [Br:11][C:12]1[CH:17]=[CH:16][C:15]([NH:18][C:19]2[O:10][C:3]3[C:4]([CH3:9])=[CH:5][C:6]([CH3:8])=[CH:7][C:2]=3[N:1]=2)=[CH:14][CH:13]=1. The yield is 0.900. (5) The reactants are [Cl:1][C:2]1[CH:3]=[CH:4][C:5]2[S:9][C:8]([S:10]([NH:13][C:14]3[CH:15]=[C:16]([CH:20]=[CH:21][CH:22]=3)[C:17]([OH:19])=[O:18])(=[O:12])=[O:11])=[C:7]([CH3:23])[C:6]=2[CH:24]=1.C(N1C=CN=C1)(N1[CH:31]=[CH:30]N=C1)=O.N1C=CC=CC=1.CCO.C(O)(C(F)(F)F)=O. The catalyst is CC#N.CS(C)=O.CC#N.O. The product is [Cl:1][C:2]1[CH:3]=[CH:4][C:5]2[S:9][C:8]([S:10]([NH:13][C:14]3[CH:15]=[C:16]([CH:20]=[CH:21][CH:22]=3)[C:17]([O:19][CH2:30][CH3:31])=[O:18])(=[O:12])=[O:11])=[C:7]([CH3:23])[C:6]=2[CH:24]=1. The yield is 0.540. (6) The reactants are [CH3:1][C@@:2]1([CH:8]=[CH:9][C:10]2[O:11][CH:12]=[CH:13][CH:14]=2)[CH2:6][O:5][C:4](=[O:7])[NH:3]1. The catalyst is CO.[Pd]. The product is [CH3:1][C@@:2]1([CH2:8][CH2:9][C:10]2[O:11][CH:12]=[CH:13][CH:14]=2)[CH2:6][O:5][C:4](=[O:7])[NH:3]1. The yield is 0.780. (7) The reactants are [C:1]([CH2:3][C:4]([OH:6])=O)#[N:2].[Li]CCCC.[C:12]1([CH2:18]C(Cl)=O)[CH:17]=[CH:16][CH:15]=[CH:14][CH:13]=1. The catalyst is C1COCC1. The product is [O:6]=[C:4]([CH2:18][C:12]1[CH:17]=[CH:16][CH:15]=[CH:14][CH:13]=1)[CH2:3][C:1]#[N:2]. The yield is 0.400. (8) The reactants are C1C=CC(P(C2C=CC3C(=CC=CC=3)C=2C2C3C(=CC=CC=3)C=CC=2P(C2C=CC=CC=2)C2C=CC=CC=2)C2C=CC=CC=2)=CC=1.Br[C:48]1[CH:53]=[CH:52][CH:51]=[CH:50][C:49]=1[F:54].[C:55]([O:59][C:60]([N:62]1[C:70]2[C:65](=[CH:66][CH:67]=[C:68]([NH2:71])[CH:69]=2)[C:64]([C:72]2[CH:77]=[CH:76][CH:75]=[CH:74][CH:73]=2)=[N:63]1)=[O:61])([CH3:58])([CH3:57])[CH3:56].C(=O)([O-])[O-].[Cs+].[Cs+]. The catalyst is O1CCCC1.CC([O-])=O.CC([O-])=O.[Pd+2].ClCCl.O. The product is [C:55]([O:59][C:60]([N:62]1[C:70]2[C:65](=[CH:66][CH:67]=[C:68]([NH:71][C:48]3[CH:53]=[CH:52][CH:51]=[CH:50][C:49]=3[F:54])[CH:69]=2)[C:64]([C:72]2[CH:77]=[CH:76][CH:75]=[CH:74][CH:73]=2)=[N:63]1)=[O:61])([CH3:58])([CH3:56])[CH3:57]. The yield is 0.200. (9) The reactants are Br[CH:2]([CH2:7][C:8]1[CH:13]=[C:12]([O:14][C:15]2[N:19]([CH3:20])[N:18]=[C:17]([CH3:21])[C:16]=2[CH3:22])[C:11]([Cl:23])=[CH:10][C:9]=1[Cl:24])[C:3](OC)=[O:4].[NH2:25][C:26]([NH2:28])=[S:27].C([O-])(=O)C.[Na+]. The catalyst is C(O)C. The product is [Cl:24][C:9]1[CH:10]=[C:11]([Cl:23])[C:12]([O:14][C:15]2[N:19]([CH3:20])[N:18]=[C:17]([CH3:21])[C:16]=2[CH3:22])=[CH:13][C:8]=1[CH2:7][CH:2]1[S:27][C:26](=[NH:25])[NH:28][C:3]1=[O:4]. The yield is 0.800.